From a dataset of Catalyst prediction with 721,799 reactions and 888 catalyst types from USPTO. Predict which catalyst facilitates the given reaction. (1) Reactant: [NH2:1][C:2]1[CH:7]=[CH:6][C:5]([C:8](=[O:10])[CH3:9])=[CH:4][CH:3]=1.C(N(CC)CC)C.[C:18](Cl)(=[O:20])[CH3:19]. Product: [C:8]([C:5]1[CH:6]=[CH:7][C:2]([NH:1][C:18](=[O:20])[CH3:19])=[CH:3][CH:4]=1)(=[O:10])[CH3:9]. The catalyst class is: 4. (2) Reactant: FC(F)(F)C(O)=O.[CH2:8]([N:15]1[C@@H:20]2[C@H:21]([C:23]([OH:25])=O)[CH2:22][C@@:16]1([C:42]1[CH:47]=[CH:46][CH:45]=[CH:44][CH:43]=1)[C@H:17]([O:26][CH2:27][C:28]1[CH:33]=[C:32]([C:34]([F:37])([F:36])[F:35])[CH:31]=[C:30]([C:38]([F:41])([F:40])[F:39])[CH:29]=1)[CH2:18][CH2:19]2)[C:9]1[CH:14]=[CH:13][CH:12]=[CH:11][CH:10]=1.N.O1CCOCC1.C([N:57](CC)CC)C.Cl.CN(C)CCCN=C=NCC. Product: [CH2:8]([N:15]1[C@@H:20]2[C@H:21]([C:23]([NH2:57])=[O:25])[CH2:22][C@@:16]1([C:42]1[CH:43]=[CH:44][CH:45]=[CH:46][CH:47]=1)[C@H:17]([O:26][CH2:27][C:28]1[CH:33]=[C:32]([C:34]([F:35])([F:37])[F:36])[CH:31]=[C:30]([C:38]([F:39])([F:41])[F:40])[CH:29]=1)[CH2:18][CH2:19]2)[C:9]1[CH:10]=[CH:11][CH:12]=[CH:13][CH:14]=1. The catalyst class is: 13. (3) Reactant: [CH3:1][C:2]1([CH3:20])[C:7]2[CH:8]=[C:9]([C:12]3[NH:16][C:15]([C:17]#[N:18])=[CH:14][CH:13]=3)[CH:10]=[CH:11][C:6]=2[NH:5][C:4](=[O:19])[O:3]1.C(=O)([O-])[O-].[K+].[K+].I[CH2:28][CH3:29].C(OC(=O)C)C. Product: [CH3:1][C:2]1([CH3:20])[C:7]2[CH:8]=[C:9]([C:12]3[N:16]([CH2:28][CH3:29])[C:15]([C:17]#[N:18])=[CH:14][CH:13]=3)[CH:10]=[CH:11][C:6]=2[NH:5][C:4](=[O:19])[O:3]1. The catalyst class is: 35. (4) Reactant: Br[C:2]1[CH:3]=[C:4]2[C:9](=[CH:10][CH:11]=1)[N:8]=[N:7][CH:6]=[C:5]2[O:12][C:13]([CH3:16])([CH3:15])[CH3:14].[Li]CCCC.[Cl:22][C:23]1[CH:28]=[CH:27][C:26]([C:29]([C:31]2[CH:36]=[CH:35][C:34]([Cl:37])=[CH:33][CH:32]=2)=[O:30])=[CH:25][CH:24]=1. Product: [C:13]([O:12][C:5]1[C:4]2[C:9](=[CH:10][CH:11]=[C:2]([C:29]([C:26]3[CH:27]=[CH:28][C:23]([Cl:22])=[CH:24][CH:25]=3)([C:31]3[CH:32]=[CH:33][C:34]([Cl:37])=[CH:35][CH:36]=3)[OH:30])[CH:3]=2)[N:8]=[N:7][CH:6]=1)([CH3:16])([CH3:15])[CH3:14]. The catalyst class is: 7. (5) Reactant: Cl.[C:2]([CH2:4][C:5](=[NH:9])OCC)#[N:3].[CH:10]([NH:13][CH2:14][CH2:15]N)([CH3:12])[CH3:11].C([O-])(O)=O.[Na+]. Product: [CH:10]([N:13]1[CH2:14][CH2:15][N:9]=[C:5]1[CH2:4][C:2]#[N:3])([CH3:12])[CH3:11]. The catalyst class is: 2. (6) Reactant: CCCC[N+](CCCC)(CCCC)CCCC.[F-].[Si]([O:26][CH2:27][CH2:28][CH:29]([N:31]1[N:35]=[N:34][C:33]([C:36]2[CH:41]=[CH:40][CH:39]=[C:38]([Cl:42])[CH:37]=2)=[N:32]1)[CH3:30])(C(C)(C)C)(C)C. Product: [Cl:42][C:38]1[CH:37]=[C:36]([C:33]2[N:34]=[N:35][N:31]([CH:29]([CH3:30])[CH2:28][CH2:27][OH:26])[N:32]=2)[CH:41]=[CH:40][CH:39]=1. The catalyst class is: 1. (7) Reactant: [F:1][C:2]1([F:13])[O:6][C:5]2[CH:7]=[CH:8][C:9]([CH:11]=[O:12])=[CH:10][C:4]=2[O:3]1.[BH4-].[Na+].O. Product: [F:13][C:2]1([F:1])[O:6][C:5]2[CH:7]=[CH:8][C:9]([CH2:11][OH:12])=[CH:10][C:4]=2[O:3]1. The catalyst class is: 1. (8) Reactant: Cl.C(OC([NH:9][CH2:10][CH2:11][NH:12][C:13]1[N:18]=[C:17]([C:19]2[CH:24]=[CH:23][C:22]([C:25]#[N:26])=[CH:21][CH:20]=2)[C:16]([C:27]2[NH:28][CH:29]=[CH:30][N:31]=2)=[CH:15][N:14]=1)=O)(C)(C)C. Product: [NH2:9][CH2:10][CH2:11][NH:12][C:13]1[N:18]=[C:17]([C:19]2[CH:24]=[CH:23][C:22]([C:25]#[N:26])=[CH:21][CH:20]=2)[C:16]([C:27]2[NH:31][CH:30]=[CH:29][N:28]=2)=[CH:15][N:14]=1. The catalyst class is: 23. (9) Reactant: [CH2:1]([S:3][C:4]1[CH:9]=[CH:8][C:7]([C@@H:10]([NH:13][S@@:14]([C:16]([CH3:19])([CH3:18])[CH3:17])=[O:15])[CH2:11][OH:12])=[CH:6][CH:5]=1)[CH3:2].Br[CH2:21][C:22]([O:24][CH2:25][CH3:26])=[O:23].[H-].[Na+]. Product: [CH3:19][C:16]([CH3:18])([S@:14]([NH:13][C@H:10]([C:7]1[CH:6]=[CH:5][C:4]([S:3][CH2:1][CH3:2])=[CH:9][CH:8]=1)[CH2:11][O:12][CH2:21][C:22]([O:24][CH2:25][CH3:26])=[O:23])=[O:15])[CH3:17]. The catalyst class is: 1.